This data is from Full USPTO retrosynthesis dataset with 1.9M reactions from patents (1976-2016). The task is: Predict the reactants needed to synthesize the given product. (1) Given the product [NH2:21][C:22]1[C:31]([C:32]([O:34][CH3:35])=[O:33])=[C:30]2[C:25]([CH:26]3[C:36]([F:38])([F:37])[CH:27]3[CH2:28][O:29]2)=[CH:24][CH:23]=1, predict the reactants needed to synthesize it. The reactants are: NC1C(C(OC)=O)=C2C(C3CC3CO2)=CC=1.CC(C)(C)C([NH:21][C:22]1[C:31]([C:32]([O:34][CH3:35])=[O:33])=[C:30]2[C:25]([CH:26]3[C:36]([F:38])([F:37])[CH:27]3[CH2:28][O:29]2)=[CH:24][CH:23]=1)=O. (2) Given the product [O:34]=[S:30]1(=[O:33])[CH2:31][CH2:32][N:27]([C:24]2[CH:25]=[CH:26][C:21]([C:2]3[S:6][C:5]([N+:7]([O-:9])=[O:8])=[C:4]([C:10]([NH2:12])=[O:11])[CH:3]=3)=[CH:22][CH:23]=2)[CH2:28][CH2:29]1, predict the reactants needed to synthesize it. The reactants are: Br[C:2]1[S:6][C:5]([N+:7]([O-:9])=[O:8])=[C:4]([C:10]([NH2:12])=[O:11])[CH:3]=1.CC1(C)C(C)(C)OB([C:21]2[CH:26]=[CH:25][C:24]([N:27]3[CH2:32][CH2:31][S:30](=[O:34])(=[O:33])[CH2:29][CH2:28]3)=[CH:23][CH:22]=2)O1. (3) Given the product [F:1][CH2:2][CH2:3][N:4]([C@H:12]1[CH2:16][CH2:15][N:14]([C@H:17]([C:22]2[CH:27]=[CH:26][C:25]3[N:24]([C:48]([C:45]4[CH:44]=[CH:43][C:42]5[C:47](=[C:38]([O:37][CH:34]([CH3:36])[CH3:35])[CH:39]=[CH:40][CH:41]=5)[N:46]=4)=[N:29][N:28]=3)[CH:23]=2)[C:18]([F:21])([F:19])[F:20])[CH2:13]1)[C:5](=[O:11])[O:6][C:7]([CH3:10])([CH3:9])[CH3:8], predict the reactants needed to synthesize it. The reactants are: [F:1][CH2:2][CH2:3][N:4]([C@H:12]1[CH2:16][CH2:15][N:14]([C@H:17]([C:22]2[CH:23]=[N:24][C:25]([NH:28][NH2:29])=[CH:26][CH:27]=2)[C:18]([F:21])([F:20])[F:19])[CH2:13]1)[C:5](=[O:11])[O:6][C:7]([CH3:10])([CH3:9])[CH3:8].C(=O)([O-])N.[CH:34]([O:37][C:38]1[CH:39]=[CH:40][CH:41]=[C:42]2[C:47]=1[N:46]=[C:45]([CH:48]=O)[CH:44]=[CH:43]2)([CH3:36])[CH3:35]. (4) Given the product [Br:1][C:2]1[CH:3]=[CH:4][C:5]2[C:11](=[O:12])/[C:10](=[N:14]/[OH:15])/[CH2:9][CH2:8][CH2:7][C:6]=2[CH:13]=1, predict the reactants needed to synthesize it. The reactants are: [Br:1][C:2]1[CH:3]=[CH:4][C:5]2[C:11](=[O:12])[CH2:10][CH2:9][CH2:8][CH2:7][C:6]=2[CH:13]=1.[N:14](OCCC(C)C)=[O:15]. (5) Given the product [C:15]([NH:18][C:19]1[N:23]([CH:24]2[CH2:29][CH2:28][CH2:27][N:26]([C:30]([O:32][CH2:33][C:34]3[CH:39]=[CH:38][CH:37]=[CH:36][CH:35]=3)=[O:31])[CH2:25]2)[N:22]=[C:21]([C:40]2[CH:45]=[CH:44][CH:43]=[C:42]([O:14][C:11]3[CH:12]=[CH:13][C:8]([F:7])=[CH:9][CH:10]=3)[CH:41]=2)[C:20]=1[C:47]#[N:48])(=[O:17])[CH3:16], predict the reactants needed to synthesize it. The reactants are: C(=O)([O-])[O-].[Cs+].[Cs+].[F:7][C:8]1[CH:13]=[CH:12][C:11]([OH:14])=[CH:10][CH:9]=1.[C:15]([NH:18][C:19]1[N:23]([CH:24]2[CH2:29][CH2:28][CH2:27][N:26]([C:30]([O:32][CH2:33][C:34]3[CH:39]=[CH:38][CH:37]=[CH:36][CH:35]=3)=[O:31])[CH2:25]2)[N:22]=[C:21]([C:40]2[CH:45]=[CH:44][CH:43]=[C:42](I)[CH:41]=2)[C:20]=1[C:47]#[N:48])(=[O:17])[CH3:16].CC(C)(C(=O)CC(=O)C(C)(C)C)C.